Dataset: Forward reaction prediction with 1.9M reactions from USPTO patents (1976-2016). Task: Predict the product of the given reaction. (1) Given the reactants [OH:1][CH:2]1[CH2:7][CH2:6][NH:5][CH2:4][CH2:3]1.C(N(CC)CC)C.C(OCC)(=O)C.Cl[C:22]([O:24][CH:25]([CH3:27])[CH3:26])=[O:23], predict the reaction product. The product is: [CH:25]([O:24][C:22]([N:5]1[CH2:6][CH2:7][CH:2]([OH:1])[CH2:3][CH2:4]1)=[O:23])([CH3:27])[CH3:26]. (2) Given the reactants [F:1][C@:2]1([CH3:19])[C@H:6]([OH:7])[C@@:5]([F:10])([CH2:8][OH:9])[O:4][C@H:3]1[N:11]1[CH:16]=[CH:15][C:14](=[O:17])[NH:13][C:12]1=[O:18].C([Mg]Cl)(C)(C)C.Cl[C:27]1[CH:36]=[CH:35][C:34]2[C:29](=[CH:30][CH:31]=[CH:32][CH:33]=2)[C:28]=1[O:37][P:38](=[N:40][C@@H:41]([CH3:48])[C:42]([O:44][CH:45]([CH3:47])[CH3:46])=[O:43])=[O:39].CO, predict the reaction product. The product is: [CH:45]([O:44][C:42](=[O:43])[C@@H:41]([N:40]=[P:38]([O:37][C:28]1[C:29]2[C:34](=[CH:33][CH:32]=[CH:31][CH:30]=2)[CH:35]=[CH:36][C:27]=1[O:9][CH2:8][C@:5]1([F:10])[C@@H:6]([OH:7])[C@:2]([F:1])([CH3:19])[C@H:3]([N:11]2[CH:16]=[CH:15][C:14](=[O:17])[NH:13][C:12]2=[O:18])[O:4]1)=[O:39])[CH3:48])([CH3:46])[CH3:47]. (3) The product is: [NH2:19][C:15]1[C:14]2[N:20]=[C:21]([CH2:23][CH3:24])[S:22][C:13]=2[C:12]2[CH:11]=[CH:10][C:9]([OH:8])=[CH:18][C:17]=2[N:16]=1. Given the reactants C([O:8][C:9]1[CH:10]=[CH:11][C:12]2[C:13]3[S:22][C:21]([CH2:23][CH3:24])=[N:20][C:14]=3[C:15]([NH2:19])=[N:16][C:17]=2[CH:18]=1)C1C=CC=CC=1.Br.[OH-].[Na+], predict the reaction product. (4) The product is: [CH:18]12[CH2:26][CH:22]3[CH2:21][CH:20]([CH2:25][CH:24]([CH2:23]3)[CH:17]1[N:16]([CH3:32])[C:14](=[O:15])[NH:13][CH2:12][CH2:11][O:10][C:7]1[CH:6]=[CH:5][C:4]([C:3]([OH:2])=[O:28])=[CH:9][CH:8]=1)[CH2:19]2. Given the reactants C[O:2][C:3](=[O:28])[C:4]1[CH:9]=[CH:8][C:7]([O:10][CH2:11][CH2:12][N:13](C)[C:14]([NH:16][CH:17]2[CH:24]3[CH2:25][CH:20]4[CH2:21][CH:22]([CH2:26][CH:18]2[CH2:19]4)[CH2:23]3)=[O:15])=[CH:6][CH:5]=1.[OH-].[Na+].O.[CH2:32]1COCC1, predict the reaction product.